This data is from Reaction yield outcomes from USPTO patents with 853,638 reactions. The task is: Predict the reaction yield, written as a fraction of the theoretical maximum amount of product (1.0 means a 100% yield; for example, 0.34 means a 34% yield). (1) The reactants are [Cl:1][C:2]1[CH:7]=[CH:6][CH:5]=[CH:4][C:3]=1[C:8]1[C:16]2[O:15][CH:14]([CH2:17][NH2:18])[CH2:13][C:12]=2[CH:11]=[C:10]([F:19])[CH:9]=1.C(N(C(C)C)CC)(C)C.Cl[C:30]([O:32][CH2:33][C:34]1[CH:39]=[CH:38][CH:37]=[CH:36][CH:35]=1)=[O:31].C1(C2C3OC(CNC(=O)OCC4C=CC=CC=4)CC=3C=CC=2)CCCC1. No catalyst specified. The product is [CH2:33]([O:32][C:30](=[O:31])[NH:18][CH2:17][CH:14]1[CH2:13][C:12]2[CH:11]=[C:10]([F:19])[CH:9]=[C:8]([C:3]3[CH:4]=[CH:5][CH:6]=[CH:7][C:2]=3[Cl:1])[C:16]=2[O:15]1)[C:34]1[CH:39]=[CH:38][CH:37]=[CH:36][CH:35]=1. The yield is 0.700. (2) The reactants are [CH:1]1([S:4]([NH2:7])(=[O:6])=[O:5])[CH2:3][CH2:2]1.[H-].[Na+].[F:10][C:11]1[CH:16]=[CH:15][C:14]([CH:17]2[C:26]([CH3:28])([CH3:27])[CH2:25][C:24]3[C:19](=[CH:20][CH:21]=[C:22]([C:29](O)=[O:30])[CH:23]=3)[NH:18]2)=[CH:13][C:12]=1[N:32]1[CH2:37][CH2:36][O:35][CH2:34][CH2:33]1.C(N1C=CN=C1)(N1C=CN=C1)=O. The catalyst is CN(C)C=O. The product is [F:10][C:11]1[CH:16]=[CH:15][C:14]([CH:17]2[C:26]([CH3:28])([CH3:27])[CH2:25][C:24]3[C:19](=[CH:20][CH:21]=[C:22]([C:29]([NH:7][S:4]([CH:1]4[CH2:3][CH2:2]4)(=[O:6])=[O:5])=[O:30])[CH:23]=3)[NH:18]2)=[CH:13][C:12]=1[N:32]1[CH2:33][CH2:34][O:35][CH2:36][CH2:37]1. The yield is 0.250. (3) The reactants are [Si:1]([O:8][C@H:9]1[CH2:14][CH2:13][C@H:12]2[C@H:15]3[C@H:25]([CH2:26][CH2:27][C@:10]12[CH3:11])[C@:23]1([CH3:24])[C@H:18]([CH2:19][C:20](=[O:28])[CH2:21][CH2:22]1)[CH2:17][C@H:16]3[CH2:29][CH:30]=[CH:31][C:32]1[CH:37]=[C:36]([O:38]CC2C=CC=CC=2)[CH:35]=[C:34]([O:46]CC2C=CC=CC=2)[CH:33]=1)([C:4]([CH3:7])([CH3:6])[CH3:5])([CH3:3])[CH3:2]. The catalyst is C(OCC)(=O)C.[Pd]. The product is [Si:1]([O:8][C@H:9]1[CH2:14][CH2:13][C@H:12]2[C@H:15]3[C@H:25]([CH2:26][CH2:27][C@:10]12[CH3:11])[C@:23]1([CH3:24])[C@H:18]([CH2:19][C:20](=[O:28])[CH2:21][CH2:22]1)[CH2:17][C@H:16]3[CH2:29][CH2:30][CH2:31][C:32]1[CH:33]=[C:34]([OH:46])[CH:35]=[C:36]([OH:38])[CH:37]=1)([C:4]([CH3:5])([CH3:6])[CH3:7])([CH3:3])[CH3:2]. The yield is 0.430. (4) The reactants are Br[C:2]1[CH:3]=[C:4]([C:8]2([C:18]3[CH:23]=[CH:22][N:21]=[C:20]([CH2:24][CH3:25])[CH:19]=3)[C:16]3[C:11](=[CH:12][CH:13]=[CH:14][CH:15]=3)[C:10]([NH2:17])=[N:9]2)[CH:5]=[CH:6][CH:7]=1.[N:26]1[CH:31]=[C:30](B(O)O)[CH:29]=[N:28][CH:27]=1. No catalyst specified. The product is [CH2:24]([C:20]1[CH:19]=[C:18]([C:8]2([C:4]3[CH:5]=[CH:6][CH:7]=[C:2]([C:30]4[CH:31]=[N:26][CH:27]=[N:28][CH:29]=4)[CH:3]=3)[C:16]3[C:11](=[CH:12][CH:13]=[CH:14][CH:15]=3)[C:10]([NH2:17])=[N:9]2)[CH:23]=[CH:22][N:21]=1)[CH3:25]. The yield is 0.580. (5) No catalyst specified. The product is [Cl:22][C:8]1[C:7]([O:23][CH3:24])=[CH:6][CH:5]=[C:4]2[C:9]=1[N:10]=[C:11]([C:13]1[S:14][CH:15]=[C:16]([C:18]([F:21])([F:20])[F:19])[N:17]=1)[CH:2]=[C:1]2[OH:3]. The reactants are [C:1]([C:4]1[C:9]([NH:10][C:11]([C:13]2[S:14][CH:15]=[C:16]([C:18]([F:21])([F:20])[F:19])[N:17]=2)=O)=[C:8]([Cl:22])[C:7]([O:23][CH3:24])=[CH:6][CH:5]=1)(=[O:3])[CH3:2].C(C1N=C(C2C=C(O)C3C(=CC(OC)=CC=3)N=2)SC=1)(C)C. The yield is 0.700. (6) The reactants are [F:1][C:2]1[CH:7]=[CH:6][N:5]=[C:4]2[N:8]([Si:11]([CH:18]([CH3:20])[CH3:19])([CH:15]([CH3:17])[CH3:16])[CH:12]([CH3:14])[CH3:13])[CH:9]=[CH:10][C:3]=12.C([Li])(CC)C.[Br:26]C(Br)(Br)Br. The catalyst is C1COCC1. The product is [Br:26][C:7]1[C:2]([F:1])=[C:3]2[CH:10]=[CH:9][N:8]([Si:11]([CH:15]([CH3:17])[CH3:16])([CH:18]([CH3:20])[CH3:19])[CH:12]([CH3:13])[CH3:14])[C:4]2=[N:5][CH:6]=1. The yield is 0.840. (7) The reactants are [CH2:1]([O:3][C:4]([C:6]1[S:10][C:9]([C:11]2[CH:16]=[CH:15][CH:14]=[CH:13][CH:12]=2)=[N:8][C:7]=1OS(C(F)(F)F)(=O)=O)=[O:5])[CH3:2].[NH:25]1[CH2:30][CH2:29][CH2:28][CH2:27][CH2:26]1. The catalyst is C1(C)C=CC=CC=1.C(OCC)(=O)C. The product is [CH2:1]([O:3][C:4]([C:6]1[S:10][C:9]([C:11]2[CH:16]=[CH:15][CH:14]=[CH:13][CH:12]=2)=[N:8][C:7]=1[N:25]1[CH2:30][CH2:29][CH2:28][CH2:27][CH2:26]1)=[O:5])[CH3:2]. The yield is 0.960.